From a dataset of Peptide-MHC class II binding affinity with 134,281 pairs from IEDB. Regression. Given a peptide amino acid sequence and an MHC pseudo amino acid sequence, predict their binding affinity value. This is MHC class II binding data. (1) The peptide sequence is GLTSTRMFLKVRESNTTE. The MHC is DRB1_0405 with pseudo-sequence DRB1_0405. The binding affinity (normalized) is 0.100. (2) The peptide sequence is ALRVIAGALEVHAVK. The MHC is DRB3_0202 with pseudo-sequence QEFFIASGAAVDAIMELSFEHYDLQKQNYHVGFT. The binding affinity (normalized) is 0.300. (3) The peptide sequence is GTKTPVSPGEMRLRD. The MHC is DRB1_1101 with pseudo-sequence DRB1_1101. The binding affinity (normalized) is 0. (4) The peptide sequence is CTKEEFIAKVRSHAA. The MHC is DRB1_1301 with pseudo-sequence DRB1_1301. The binding affinity (normalized) is 0.763. (5) The peptide sequence is KYDAYVATLSEALRI. The MHC is DRB1_0701 with pseudo-sequence DRB1_0701. The binding affinity (normalized) is 0.674. (6) The binding affinity (normalized) is 0.0399. The MHC is HLA-DPA10103-DPB10401 with pseudo-sequence HLA-DPA10103-DPB10401. The peptide sequence is WNFAGIEAAASAIQG.